This data is from Catalyst prediction with 721,799 reactions and 888 catalyst types from USPTO. The task is: Predict which catalyst facilitates the given reaction. Reactant: C[O:2][C:3](=[O:31])[CH:4]([NH:21][C:22]1[CH:27]=[CH:26][C:25]([C:28](=[NH:30])[NH2:29])=[CH:24][CH:23]=1)[C:5]1[CH:10]=[CH:9][C:8]([O:11][CH2:12][C:13](=[O:17])[N:14]([CH3:16])[CH3:15])=[C:7]([O:18][CH2:19][CH3:20])[CH:6]=1.[OH-].[Na+].[ClH:34]. Product: [ClH:34].[C:28]([C:25]1[CH:26]=[CH:27][C:22]([NH:21][CH:4]([C:5]2[CH:10]=[CH:9][C:8]([O:11][CH2:12][C:13](=[O:17])[N:14]([CH3:16])[CH3:15])=[C:7]([O:18][CH2:19][CH3:20])[CH:6]=2)[C:3]([OH:31])=[O:2])=[CH:23][CH:24]=1)(=[NH:29])[NH2:30]. The catalyst class is: 5.